Dataset: Reaction yield outcomes from USPTO patents with 853,638 reactions. Task: Predict the reaction yield, written as a fraction of the theoretical maximum amount of product (1.0 means a 100% yield; for example, 0.34 means a 34% yield). (1) The reactants are Br[C:2]1[C:11]([CH3:12])=[CH:10][C:5]2[O:6][CH2:7][CH2:8][NH:9][C:4]=2[CH:3]=1.[B:13]1([B:13]2[O:17][C:16]([CH3:19])([CH3:18])[C:15]([CH3:21])([CH3:20])[O:14]2)[O:17][C:16]([CH3:19])([CH3:18])[C:15]([CH3:21])([CH3:20])[O:14]1.C([O-])(=O)C.[K+]. The catalyst is O1CCOCC1.C1C=CC(P(C2C=CC=CC=2)[C-]2C=CC=C2)=CC=1.C1C=CC(P(C2C=CC=CC=2)[C-]2C=CC=C2)=CC=1.Cl[Pd]Cl.[Fe+2]. The product is [CH3:12][C:11]1[C:2]([B:13]2[O:17][C:16]([CH3:19])([CH3:18])[C:15]([CH3:21])([CH3:20])[O:14]2)=[CH:3][C:4]2[NH:9][CH2:8][CH2:7][O:6][C:5]=2[CH:10]=1. The yield is 1.00. (2) The reactants are Br[C:2]1[CH:3]=[CH:4][CH:5]=[C:6]2[C:11]=1[N:10]=[C:9]([NH:12][C:13]1([CH3:16])[CH2:15][CH2:14]1)[N:8]([CH:17]1[CH2:19][CH2:18]1)[C:7]2=[O:20].[CH3:21][C@@H:22]1[C:26]2[NH:27][C:28](B3OC(C)(C)C(C)(C)O3)=[CH:29][C:25]=2[C:24](=[O:39])[NH:23]1.[O-]P([O-])([O-])=O.[K+].[K+].[K+]. The catalyst is CC(C1C=C(C(C)C)C(C2C=CC=CC=2P(C2CCCCC2)C2CCCCC2)=C(C(C)C)C=1)C.CC(C1C=C(C(C)C)C(C2C(P(C3CCCCC3)C3CCCCC3)=CC=CC=2)=C(C(C)C)C=1)C.C1C=[C-]C(CCN)=CC=1.Cl[Pd+]. The product is [CH:17]1([N:8]2[C:7](=[O:20])[C:6]3[C:11](=[C:2]([C:28]4[NH:27][C:26]5[CH:22]([CH3:21])[NH:23][C:24](=[O:39])[C:25]=5[CH:29]=4)[CH:3]=[CH:4][CH:5]=3)[NH:10][C@H:9]2[NH:12][C:13]2([CH3:16])[CH2:15][CH2:14]2)[CH2:19][CH2:18]1. The yield is 0.590. (3) The reactants are [CH3:1][C:2]1[C:3]([NH2:9])=[N:4][C:5]([CH3:8])=[CH:6][N:7]=1.[CH2:10]([O:12][C:13]([N:15]=[C:16]=[S:17])=[O:14])[CH3:11]. The catalyst is O1CCOCC1. The product is [CH2:10]([O:12][C:13](=[O:14])[NH:15][C:16](=[S:17])[NH:9][C:3]1[C:2]([CH3:1])=[N:7][CH:6]=[C:5]([CH3:8])[N:4]=1)[CH3:11]. The yield is 0.967. (4) The reactants are [N:1]1[C:10]2[C:5](=[CH:6][C:7]([C:11]([O:13][CH3:14])=[O:12])=[CH:8][CH:9]=2)[CH:4]=[CH:3][CH:2]=1.C1C=C(Cl)C=C(C(OO)=[O:23])C=1.C([O-])(O)=O.[Na+]. The catalyst is C(Cl)Cl. The product is [CH3:14][O:13][C:11]([C:7]1[CH:6]=[C:5]2[C:10](=[CH:9][CH:8]=1)[N+:1]([O-:23])=[CH:2][CH:3]=[CH:4]2)=[O:12]. The yield is 0.740. (5) The reactants are [C:1]([N:8]1[C:12]2[CH:13]=[CH:14][CH:15]=[CH:16][C:11]=2[N:10]=[C:9]1[CH3:17])([O:3][C:4]([CH3:7])([CH3:6])[CH3:5])=[O:2].[Br:18]N1C(=O)CCC1=O. The catalyst is C(Cl)(Cl)(Cl)Cl.CC(N=NC(C#N)(C)C)(C#N)C. The product is [C:1]([N:8]1[C:12]2[CH:13]=[CH:14][CH:15]=[CH:16][C:11]=2[N:10]=[C:9]1[CH2:17][Br:18])([O:3][C:4]([CH3:7])([CH3:6])[CH3:5])=[O:2]. The yield is 0.770. (6) The catalyst is O1CCCC1.O. The yield is 0.645. The reactants are [Cl:1][C:2]1[CH:7]=[CH:6][C:5](F)=[C:4]([N+:9]([O-:11])=[O:10])[CH:3]=1.Cl.[NH2:13][CH2:14][CH2:15][C:16]([O:18][CH2:19][CH3:20])=[O:17].C(N(C(C)C)C(C)C)C. The product is [Cl:1][C:2]1[CH:7]=[CH:6][C:5]([NH:13][CH2:14][CH2:15][C:16]([O:18][CH2:19][CH3:20])=[O:17])=[C:4]([N+:9]([O-:11])=[O:10])[CH:3]=1. (7) The reactants are [Cl-].O[NH3+:3].[C:4](=[O:7])([O-])[OH:5].[Na+].CS(C)=O.[CH2:13]([C:17]1[N:18]=[C:19]([CH3:46])[N:20]([CH2:39][CH:40]2[CH2:45][CH2:44][CH2:43][CH2:42][CH2:41]2)[C:21](=[O:38])[C:22]=1[CH2:23][C:24]1[CH:29]=[CH:28][C:27]([C:30]2[C:31]([C:36]#[N:37])=[CH:32][CH:33]=[CH:34][CH:35]=2)=[CH:26][CH:25]=1)[CH2:14][CH2:15][CH3:16]. The catalyst is C(OCC)(=O)C. The product is [CH2:13]([C:17]1[N:18]=[C:19]([CH3:46])[N:20]([CH2:39][CH:40]2[CH2:45][CH2:44][CH2:43][CH2:42][CH2:41]2)[C:21](=[O:38])[C:22]=1[CH2:23][C:24]1[CH:29]=[CH:28][C:27]([C:30]2[CH:35]=[CH:34][CH:33]=[CH:32][C:31]=2[C:36]2[NH:3][C:4](=[O:7])[O:5][N:37]=2)=[CH:26][CH:25]=1)[CH2:14][CH2:15][CH3:16]. The yield is 0.330. (8) The reactants are [N:1]1[CH:6]=[CH:5][CH:4]=[CH:3][N:2]=1.CC1(C)CCCC(C)(C)N1.[Li].[O:18]1[C:22]2([CH2:27][CH2:26][C:25](=[O:28])[CH2:24][CH2:23]2)[O:21][CH2:20][CH2:19]1. The catalyst is C1COCC1. The product is [N:1]1[CH:6]=[CH:5][CH:4]=[C:3]([C:25]2([OH:28])[CH2:26][CH2:27][C:22]3([O:21][CH2:20][CH2:19][O:18]3)[CH2:23][CH2:24]2)[N:2]=1. The yield is 0.440. (9) The reactants are [NH:1]1[CH2:4][CH:3]([C:5]2[CH:6]=[CH:7][C:8]3[O:17][CH2:16][CH2:15][C:14]4[S:13][C:12]([C:18]5[N:19]([CH:23]([CH3:25])[CH3:24])[N:20]=[CH:21][N:22]=5)=[N:11][C:10]=4[C:9]=3[CH:26]=2)[CH2:2]1.[C:27]([O-])(=[O:31])[C@@H:28]([CH3:30])[OH:29].[Na+].[OH-].[Na+]. The catalyst is CN(C=O)C.O1CCOCC1.CCOC(C)=O.O. The product is [OH:29][C@H:28]([CH3:30])[C:27]([N:1]1[CH2:4][CH:3]([C:5]2[CH:6]=[CH:7][C:8]3[O:17][CH2:16][CH2:15][C:14]4[S:13][C:12]([C:18]5[N:19]([CH:23]([CH3:24])[CH3:25])[N:20]=[CH:21][N:22]=5)=[N:11][C:10]=4[C:9]=3[CH:26]=2)[CH2:2]1)=[O:31]. The yield is 0.360. (10) The reactants are CC(C)C[C:4]([OH:6])=O.C1C=CC(P([N:22]=[N+]=[N-])(C2C=CC=CC=2)=O)=CC=1.N#N.Cl.[NH2:28][CH2:29][C:30]([O:32][CH2:33][C:34]1[CH:39]=[CH:38][CH:37]=[CH:36][CH:35]=1)=[O:31].[C:40]1([CH3:46])[CH:45]=CC=C[CH:41]=1. The catalyst is O.C(N(CC)CC)C. The product is [CH2:41]([NH:22][C:4]([NH:28][CH2:29][C:30]([O:32][CH2:33][C:34]1[CH:39]=[CH:38][CH:37]=[CH:36][CH:35]=1)=[O:31])=[O:6])[CH:40]([CH3:46])[CH3:45]. The yield is 0.815.